Predict the reactants needed to synthesize the given product. From a dataset of Full USPTO retrosynthesis dataset with 1.9M reactions from patents (1976-2016). (1) Given the product [Cl:13][C:14]1[CH:19]=[C:18]([C:2]2[C:11]3[C:6](=[CH:7][CH:8]=[CH:9][CH:10]=3)[C:5](=[O:12])[NH:4][N:3]=2)[CH:17]=[CH:16][N:15]=1, predict the reactants needed to synthesize it. The reactants are: Cl[C:2]1[C:11]2[C:6](=[CH:7][CH:8]=[CH:9][CH:10]=2)[C:5](=[O:12])[NH:4][N:3]=1.[Cl:13][C:14]1[CH:19]=[C:18](B(O)O)[CH:17]=[CH:16][N:15]=1.C([O-])([O-])=O.[Cs+].[Cs+]. (2) Given the product [CH3:15][C:16]1[CH:17]=[C:18]([C:2]2[N:7]=[N:6][C:5]([NH2:8])=[N:4][C:3]=2[C:9]2[CH:14]=[CH:13][CH:12]=[CH:11][CH:10]=2)[CH:19]=[C:20]([CH3:22])[CH:21]=1, predict the reactants needed to synthesize it. The reactants are: Br[C:2]1[N:7]=[N:6][C:5]([NH2:8])=[N:4][C:3]=1[C:9]1[CH:14]=[CH:13][CH:12]=[CH:11][CH:10]=1.[CH3:15][C:16]1[CH:17]=[C:18](B(O)O)[CH:19]=[C:20]([CH3:22])[CH:21]=1. (3) Given the product [OH:8][B:9]1[C@@H:11]([NH:28][C:29]([C:31]2([C:34]3[CH:35]=[CH:36][CH:37]=[CH:38][CH:39]=3)[CH2:32][CH2:33]2)=[O:30])[CH2:12][C:13]2[CH:25]=[CH:24][CH:23]=[C:15]([C:16]([OH:18])=[O:17])[C:14]=2[O:10]1, predict the reactants needed to synthesize it. The reactants are: CC12[O:10][B:9]([C@@H:11]([NH:28][C:29]([C:31]3([C:34]4[CH:39]=[CH:38][CH:37]=[CH:36][CH:35]=4)[CH2:33][CH2:32]3)=[O:30])[CH2:12][C:13]3[C:14](OC)=[C:15]([CH:23]=[CH:24][CH:25]=3)[C:16]([O:18]C(C)(C)C)=[O:17])[O:8]C1CC1CC2C1(C)C.B(Cl)(Cl)Cl. (4) The reactants are: [C:1]([C:3]1[CH:4]=[N:5][N:6]2[C:11]([C:12]([F:15])([F:14])[F:13])=[CH:10][C:9]([C:16]3[CH:21]=[CH:20][C:19]([C:22]([F:25])([F:24])[F:23])=[CH:18][CH:17]=3)=[N:8][C:7]=12)#[CH:2].Br[C:27]1[CH:32]=[CH:31][C:30]([S:33]([NH:36][CH2:37][CH2:38][N:39]([CH3:41])[CH3:40])(=[O:35])=[O:34])=[CH:29][CH:28]=1. Given the product [CH3:40][N:39]([CH3:41])[CH2:38][CH2:37][NH:36][S:33]([C:30]1[CH:31]=[CH:32][C:27]([C:2]#[C:1][C:3]2[CH:4]=[N:5][N:6]3[C:11]([C:12]([F:14])([F:13])[F:15])=[CH:10][C:9]([C:16]4[CH:21]=[CH:20][C:19]([C:22]([F:25])([F:24])[F:23])=[CH:18][CH:17]=4)=[N:8][C:7]=23)=[CH:28][CH:29]=1)(=[O:34])=[O:35], predict the reactants needed to synthesize it.